Dataset: Peptide-MHC class I binding affinity with 185,985 pairs from IEDB/IMGT. Task: Regression. Given a peptide amino acid sequence and an MHC pseudo amino acid sequence, predict their binding affinity value. This is MHC class I binding data. (1) The peptide sequence is YVWWAAVIY. The MHC is HLA-A02:19 with pseudo-sequence HLA-A02:19. The binding affinity (normalized) is 0.0847. (2) The peptide sequence is RPAFPAGTF. The MHC is HLA-B08:01 with pseudo-sequence HLA-B08:01. The binding affinity (normalized) is 0.0847. (3) The binding affinity (normalized) is 0.0318. The peptide sequence is NIRQAGVQY. The MHC is HLA-A01:01 with pseudo-sequence HLA-A01:01. (4) The peptide sequence is LPRERFRKT. The MHC is HLA-A24:03 with pseudo-sequence HLA-A24:03. The binding affinity (normalized) is 0.0847. (5) The peptide sequence is SLYTVATL. The MHC is HLA-A02:06 with pseudo-sequence HLA-A02:06. The binding affinity (normalized) is 0.292. (6) The peptide sequence is VFIHMVRCCK. The MHC is HLA-A03:01 with pseudo-sequence HLA-A03:01. The binding affinity (normalized) is 0.0808.